Dataset: Reaction yield outcomes from USPTO patents with 853,638 reactions. Task: Predict the reaction yield, written as a fraction of the theoretical maximum amount of product (1.0 means a 100% yield; for example, 0.34 means a 34% yield). (1) The reactants are [Cl:1][CH2:2][CH2:3][O:4][CH2:5][C:6]1([C:12]#[N:13])[CH2:11][CH2:10][O:9][CH2:8][CH2:7]1.[NH2:14][OH:15]. No catalyst specified. The product is [Cl:1][CH2:2][CH2:3][O:4][CH2:5][C:6]1([C:12](=[NH:13])[NH:14][OH:15])[CH2:7][CH2:8][O:9][CH2:10][CH2:11]1. The yield is 0.840. (2) The reactants are [CH3:1][C:2]1[CH:7]=[CH:6][C:5]([C:8]2[CH:13]=[CH:12][C:11]([CH2:14][NH:15][C:16]([C:18]3[N:19]([CH2:42][CH2:43][CH2:44][NH:45]C(OC(C)(C)C)=O)[CH:20]=[C:21]([NH:23][C:24]([C:26]4[C:27]([C:32]5[CH:37]=[CH:36][C:35]([C:38]([F:41])([F:40])[F:39])=[CH:34][CH:33]=5)=[CH:28][CH:29]=[CH:30][CH:31]=4)=[O:25])[CH:22]=3)=[O:17])=[CH:10][CH:9]=2)=[CH:4][CH:3]=1.FC(F)(F)C(O)=O.ClCCl.C(O)C.N. The catalyst is ClCCl. The product is [CH3:1][C:2]1[CH:3]=[CH:4][C:5]([C:8]2[CH:13]=[CH:12][C:11]([CH2:14][NH:15][C:16]([C:18]3[N:19]([CH2:42][CH2:43][CH2:44][NH2:45])[CH:20]=[C:21]([NH:23][C:24]([C:26]4[C:27]([C:32]5[CH:33]=[CH:34][C:35]([C:38]([F:41])([F:39])[F:40])=[CH:36][CH:37]=5)=[CH:28][CH:29]=[CH:30][CH:31]=4)=[O:25])[CH:22]=3)=[O:17])=[CH:10][CH:9]=2)=[CH:6][CH:7]=1. The yield is 1.00.